This data is from Forward reaction prediction with 1.9M reactions from USPTO patents (1976-2016). The task is: Predict the product of the given reaction. (1) Given the reactants Cl.C[O:3][C:4]([C:6]1[C:7]2[CH2:8][NH:9][CH2:10][C:11]=2[CH:12]=[CH:13][CH:14]=1)=[O:5].[OH-].[Li+].Cl, predict the reaction product. The product is: [CH2:10]1[C:11]2[CH:12]=[CH:13][CH:14]=[C:6]([C:4]([OH:5])=[O:3])[C:7]=2[CH2:8][NH:9]1. (2) Given the reactants Cl[C:2]1[N:7]=[C:6]([CH3:8])[C:5]([C:9]#[C:10][CH2:11][CH2:12][CH2:13][N:14]2[C:22](=[O:23])[C:21]3[C:16](=[CH:17][CH:18]=[CH:19][CH:20]=3)[C:15]2=[O:24])=[C:4]([NH:25][CH2:26][CH2:27][CH3:28])[N:3]=1.[NH2:29][C:30]1[CH:37]=[CH:36][C:33]([C:34]#[N:35])=[CH:32][CH:31]=1.C(=O)([O-])[O-].[Cs+].[Cs+].C(OCC)(=O)C, predict the reaction product. The product is: [O:24]=[C:15]1[C:16]2[C:21](=[CH:20][CH:19]=[CH:18][CH:17]=2)[C:22](=[O:23])[N:14]1[CH2:13][CH2:12][CH2:11][C:10]#[C:9][C:5]1[C:6]([CH3:8])=[N:7][C:2]([NH:29][C:30]2[CH:37]=[CH:36][C:33]([C:34]#[N:35])=[CH:32][CH:31]=2)=[N:3][C:4]=1[NH:25][CH2:26][CH2:27][CH3:28]. (3) The product is: [CH3:1][O:2][C:3]1[CH:8]=[CH:7][C:6]([CH2:9][C:10]([NH:12][C:13]2[CH:14]=[CH:15][C:16]([C:19]([OH:21])=[O:20])=[N:17][CH:18]=2)=[O:11])=[C:5]([C:23]([F:25])([F:26])[F:24])[CH:4]=1. Given the reactants [CH3:1][O:2][C:3]1[CH:8]=[CH:7][C:6]([CH2:9][C:10]([NH:12][C:13]2[CH:14]=[CH:15][C:16]([C:19]([O:21]C)=[O:20])=[N:17][CH:18]=2)=[O:11])=[C:5]([C:23]([F:26])([F:25])[F:24])[CH:4]=1.C1COCC1.[OH-].[Na+], predict the reaction product. (4) Given the reactants [CH2:1]([C:4]1[C:12]([N+:13]([O-:15])=[O:14])=[CH:11][CH:10]=[CH:9][C:5]=1[C:6]([OH:8])=O)[CH:2]=[CH2:3].[CH2:16]([C:20]1[CH:25]=[C:24]([CH3:26])[N:23]=[C:22]([O:27][CH3:28])[C:21]=1[CH2:29][NH2:30])[CH2:17][CH:18]=[CH2:19].C1C=NC2N(O)N=NC=2C=1.C(Cl)CCl.CN1CCOCC1, predict the reaction product. The product is: [CH2:1]([C:4]1[C:12]([N+:13]([O-:15])=[O:14])=[CH:11][CH:10]=[CH:9][C:5]=1[C:6]([NH:30][CH2:29][C:21]1[C:22]([O:27][CH3:28])=[N:23][C:24]([CH3:26])=[CH:25][C:20]=1[CH2:16][CH2:17][CH:18]=[CH2:19])=[O:8])[CH:2]=[CH2:3]. (5) The product is: [NH:1]([C:2]1[CH:7]=[CH:6][C:5]([C:8]2[C:9]([CH3:16])=[CH:10][C:11](=[O:15])[N:12]([CH3:14])[N:13]=2)=[CH:4][CH:3]=1)[NH2:17]. Given the reactants [NH2:1][C:2]1[CH:7]=[CH:6][C:5]([C:8]2[C:9]([CH3:16])=[CH:10][C:11](=[O:15])[N:12]([CH3:14])[N:13]=2)=[CH:4][CH:3]=1.[NH:17](C1C=CC(C2C(C)CC(=O)NN=2)=CC=1)N, predict the reaction product.